From a dataset of Catalyst prediction with 721,799 reactions and 888 catalyst types from USPTO. Predict which catalyst facilitates the given reaction. (1) Reactant: [SH:1][C:2]1[N:10]=[CH:9][CH:8]=[CH:7][C:3]=1[C:4]([OH:6])=O.[Cl:11][C:12]1[CH:18]=[CH:17][C:15]([NH2:16])=[CH:14][CH:13]=1.C(N(CC)C(C)C)(C)C.O. Product: [Cl:11][C:12]1[CH:18]=[CH:17][C:15]([NH:16][C:4]([C:3]2[C:2]([SH:1])=[N:10][CH:9]=[CH:8][CH:7]=2)=[O:6])=[CH:14][CH:13]=1. The catalyst class is: 9. (2) Reactant: [Cl:1][C:2]1[C:16]([Cl:17])=[CH:15][C:5]2[NH:6][C:7]([C:9](=[O:14])[C:10]([F:13])([F:12])[F:11])=[N:8][C:4]=2[CH:3]=1.Br[CH2:19][C:20]#[C:21][CH3:22].[In].Cl. Product: [Cl:17][C:16]1[C:2]([Cl:1])=[CH:3][C:4]2[NH:8][C:7]([C:9]([OH:14])([C:21]([CH3:22])=[C:20]=[CH2:19])[C:10]([F:13])([F:11])[F:12])=[N:6][C:5]=2[CH:15]=1. The catalyst class is: 299. (3) Reactant: [Br-:1].[Mg+2].[Br-].CS([CH2:8][CH2:9][CH:10]1[CH2:14][O:13][C:12]([CH3:16])([CH3:15])[O:11]1)(=O)=O. Product: [Br:1][CH2:8][CH2:9][CH:10]1[CH2:14][O:13][C:12]([CH3:16])([CH3:15])[O:11]1. The catalyst class is: 27. (4) Reactant: Br[CH2:2][C:3]([C:5]1[C:10]([CH3:11])=[CH:9][C:8]([O:12][C:13]2[CH:18]=[N:17][C:16]([O:19][CH3:20])=[CH:15][N:14]=2)=[CH:7][C:6]=1[CH3:21])=O.[NH2:22][C:23]([NH2:25])=[S:24]. Product: [CH3:20][O:19][C:16]1[N:17]=[CH:18][C:13]([O:12][C:8]2[CH:9]=[C:10]([CH3:11])[C:5]([C:3]3[N:22]=[C:23]([NH2:25])[S:24][CH:2]=3)=[C:6]([CH3:21])[CH:7]=2)=[N:14][CH:15]=1. The catalyst class is: 14. (5) Reactant: Br[C:2]1[S:10][C:9]2[C:4](=[N:5][CH:6]=[CH:7][C:8]=2[O:11][C:12]2[CH:17]=[CH:16][C:15]([N+:18]([O-:20])=[O:19])=[CH:14][C:13]=2[F:21])[CH:3]=1.[CH3:22][N:23]([CH2:33][C:34]1[CH:39]=[CH:38][C:37](B2OC(C)(C)C(C)(C)O2)=[CH:36][CH:35]=1)[CH2:24][CH2:25][N:26]1[CH2:31][CH2:30][N:29]([CH3:32])[CH2:28][CH2:27]1.[F-].[Cs+].C([O-])(O)=O.[Na+]. Product: [F:21][C:13]1[CH:14]=[C:15]([N+:18]([O-:20])=[O:19])[CH:16]=[CH:17][C:12]=1[O:11][C:8]1[CH:7]=[CH:6][N:5]=[C:4]2[CH:3]=[C:2]([C:37]3[CH:38]=[CH:39][C:34]([CH2:33][N:23]([CH3:22])[CH2:24][CH2:25][N:26]4[CH2:27][CH2:28][N:29]([CH3:32])[CH2:30][CH2:31]4)=[CH:35][CH:36]=3)[S:10][C:9]=12. The catalyst class is: 108. (6) Reactant: [CH2:1]([C:3]1([CH2:7][OH:8])[CH2:6][O:5][CH2:4]1)[CH3:2].C(N(CC)CC)C.[CH3:16][S:17](Cl)(=[O:19])=[O:18].C(=O)(O)[O-].[Na+]. Product: [CH2:1]([C:3]1([CH2:7][O:8][S:17]([CH3:16])(=[O:19])=[O:18])[CH2:6][O:5][CH2:4]1)[CH3:2]. The catalyst class is: 11. (7) Reactant: Br[C:2]1[CH:3]=[C:4]([CH:8]2[O:12][CH2:11][CH2:10][O:9]2)[CH:5]=[CH:6][CH:7]=1.[C:13]1([NH2:23])[C:22]2[C:17](=[CH:18][CH:19]=[CH:20][CH:21]=2)[CH:16]=[CH:15][CH:14]=1.CC(C)([O-])C.[Na+].C(P(C(C)(C)C)C(C)(C)C)(C)(C)C. Product: [O:9]1[CH2:10][CH2:11][O:12][CH:8]1[C:4]1[CH:3]=[C:2]([NH:23][C:13]2[C:22]3[C:17](=[CH:18][CH:19]=[CH:20][CH:21]=3)[CH:16]=[CH:15][CH:14]=2)[CH:7]=[CH:6][CH:5]=1. The catalyst class is: 101. (8) Reactant: S(Br)([Br:3])=O.[Br:5][C:6]1[S:7][CH:8]=[C:9]([CH:11](O)[CH3:12])[N:10]=1.N1C=CC=CC=1. Product: [Br:5][C:6]1[S:7][CH:8]=[C:9]([CH:11]([Br:3])[CH3:12])[N:10]=1. The catalyst class is: 2. (9) Reactant: C[O:2][C:3]([C:5]1[N:6]([C:13]2[C:18]([Cl:19])=[CH:17][CH:16]=[CH:15][C:14]=2[Cl:20])[N:7]=[CH:8][C:9]=1[CH:10]([CH3:12])[CH3:11])=O.CC(C[AlH]CC(C)C)C. Product: [Cl:19][C:18]1[CH:17]=[CH:16][CH:15]=[C:14]([Cl:20])[C:13]=1[N:6]1[C:5]([CH2:3][OH:2])=[C:9]([CH:10]([CH3:12])[CH3:11])[CH:8]=[N:7]1. The catalyst class is: 1.